Dataset: TCR-epitope binding with 47,182 pairs between 192 epitopes and 23,139 TCRs. Task: Binary Classification. Given a T-cell receptor sequence (or CDR3 region) and an epitope sequence, predict whether binding occurs between them. (1) The epitope is RAKFKQLL. The TCR CDR3 sequence is CASSHTQPPPGRTGTYGYTF. Result: 1 (the TCR binds to the epitope). (2) The epitope is LLALHRSYL. The TCR CDR3 sequence is CASSPSGEQFF. Result: 0 (the TCR does not bind to the epitope). (3) The epitope is PKYVKQNTLKLAT. The TCR CDR3 sequence is CASIEQGALTNEQFF. Result: 1 (the TCR binds to the epitope). (4) The epitope is YYRRATRRIR. The TCR CDR3 sequence is CASSPGVSQPQHF. Result: 0 (the TCR does not bind to the epitope). (5) The epitope is KLGGALQAK. The TCR CDR3 sequence is CASSYSGVAGNTIYF. Result: 1 (the TCR binds to the epitope).